Dataset: Reaction yield outcomes from USPTO patents with 853,638 reactions. Task: Predict the reaction yield, written as a fraction of the theoretical maximum amount of product (1.0 means a 100% yield; for example, 0.34 means a 34% yield). (1) The reactants are [Br:1][C:2]1[CH:3]=[C:4]([CH2:8][NH:9][CH2:10][CH:11]2[CH2:15][CH2:14][CH2:13][CH2:12]2)[CH:5]=[N:6][CH:7]=1.[CH3:16][C:17]([O:20][C:21](O[C:21]([O:20][C:17]([CH3:19])([CH3:18])[CH3:16])=[O:22])=[O:22])([CH3:19])[CH3:18]. The catalyst is C(Cl)Cl. The product is [Br:1][C:2]1[CH:3]=[C:4]([CH2:8][N:9]([CH2:10][CH:11]2[CH2:15][CH2:14][CH2:13][CH2:12]2)[C:21](=[O:22])[O:20][C:17]([CH3:19])([CH3:18])[CH3:16])[CH:5]=[N:6][CH:7]=1. The yield is 0.919. (2) The reactants are [NH2:1][C:2]1[C:7]([OH:8])=[CH:6][CH:5]=[CH:4][N:3]=1.Cl[CH2:10][C:11](=O)[CH3:12]. The catalyst is CO. The product is [OH:8][C:7]1[C:2]2[N:3]([CH:10]=[C:11]([CH3:12])[N:1]=2)[CH:4]=[CH:5][CH:6]=1. The yield is 0.520. (3) The reactants are [C:1]([NH:8][C@@H:9]([C:14]([OH:16])=O)[C:10]([CH3:13])([CH3:12])[CH3:11])([O:3][C:4]([CH3:7])([CH3:6])[CH3:5])=[O:2].[CH:17]1[CH:18]=CC2N(O)N=[N:23][C:21]=2[CH:22]=1.C(Cl)CCl.N1CCCC1.C(N(CC)C(C)C)(C)C. The catalyst is CN(C=O)C. The product is [CH3:13][C:10]([CH3:11])([CH3:12])[C@@H:9]([NH:8][C:1](=[O:2])[O:3][C:4]([CH3:5])([CH3:6])[CH3:7])[C:14](=[O:16])[N:23]1[CH2:18][CH2:17][CH2:22][CH2:21]1. The yield is 0.830. (4) The reactants are [S:1]([C:5]1[CH:23]=[CH:22][C:8]([CH2:9][N:10]2[CH2:15][CH2:14][N:13]([CH2:16][C:17](OCC)=[O:18])[CH2:12][CH2:11]2)=[CH:7][CH:6]=1)(=[O:4])(=[O:3])[NH2:2].C(O)C.CO.[NH2:29][NH2:30]. The catalyst is CO.CCOC(C)=O. The product is [NH:29]([C:17](=[O:18])[CH2:16][N:13]1[CH2:14][CH2:15][N:10]([CH2:9][C:8]2[CH:22]=[CH:23][C:5]([S:1]([NH2:2])(=[O:4])=[O:3])=[CH:6][CH:7]=2)[CH2:11][CH2:12]1)[NH2:30]. The yield is 0.910. (5) The reactants are [N+:1]([C:4]1[CH:9]=[CH:8][C:7]([N:10]2[CH2:14][CH2:13][CH2:12][C:11]2=[O:15])=[CH:6][CH:5]=1)([O-])=O.CO. The catalyst is [Pd].O1CCCC1. The product is [NH2:1][C:4]1[CH:9]=[CH:8][C:7]([N:10]2[CH2:14][CH2:13][CH2:12][C:11]2=[O:15])=[CH:6][CH:5]=1. The yield is 0.925. (6) The reactants are [CH3:1][C:2]1[CH:3]=[N:4][N:5]([CH2:7][C:8]2[CH:24]=[CH:23][C:11]([CH2:12][N:13]3[CH:17]=[C:16]([C:18]([O:20]CC)=[O:19])[CH:15]=[N:14]3)=[CH:10][CH:9]=2)[CH:6]=1.[OH-].[Li+]. The catalyst is O1CCCC1.O. The product is [CH3:1][C:2]1[CH:3]=[N:4][N:5]([CH2:7][C:8]2[CH:24]=[CH:23][C:11]([CH2:12][N:13]3[CH:17]=[C:16]([C:18]([OH:20])=[O:19])[CH:15]=[N:14]3)=[CH:10][CH:9]=2)[CH:6]=1. The yield is 0.910. (7) The reactants are Br[C:2]1[CH:3]=[C:4]([NH:10][C:11]2[CH:16]=[CH:15][N:14]=[CH:13][N:12]=2)[C:5](=[O:9])[N:6]([CH3:8])[CH:7]=1.C([O:20][CH2:21][C:22]1[C:27](B2OC(C)(C)C(C)(C)O2)=[CH:26][CH:25]=[CH:24][C:23]=1[N:37]1[CH2:45][C:44]2[C:39](=[CH:40][CH:41]=[C:42]([C:46]([CH3:49])([CH3:48])[CH3:47])[CH:43]=2)[C:38]1=[O:50])(=O)C. No catalyst specified. The yield is 0.380. The product is [C:46]([C:42]1[CH:43]=[C:44]2[C:39](=[CH:40][CH:41]=1)[C:38](=[O:50])[N:37]([C:23]1[CH:24]=[CH:25][CH:26]=[C:27]([C:2]3[CH:3]=[C:4]([NH:10][C:11]4[CH:16]=[CH:15][N:14]=[CH:13][N:12]=4)[C:5](=[O:9])[N:6]([CH3:8])[CH:7]=3)[C:22]=1[CH2:21][OH:20])[CH2:45]2)([CH3:49])([CH3:47])[CH3:48]. (8) The reactants are [CH3:1][O:2][CH:3]([O:22][CH3:23])[CH2:4][CH2:5][C:6]([CH:8]1[CH2:11][N:10]([C:12]([O:14][CH2:15][C:16]2[CH:21]=[CH:20][CH:19]=[CH:18][CH:17]=2)=[O:13])[CH2:9]1)=O.C([O:28][C:29](=[O:32])[NH:30][NH2:31])CCC.O.[C:34]1([CH3:44])[CH:39]=CC(S(O)(=O)=O)=C[CH:35]=1. The catalyst is C(Cl)Cl. The product is [C:34]([O:32][C:29]([NH:30]/[N:31]=[C:6](/[CH:8]1[CH2:11][N:10]([C:12]([O:14][CH2:15][C:16]2[CH:21]=[CH:20][CH:19]=[CH:18][CH:17]=2)=[O:13])[CH2:9]1)\[CH2:5][CH2:4][CH:3]([O:22][CH3:23])[O:2][CH3:1])=[O:28])([CH3:44])([CH3:39])[CH3:35]. The yield is 0.950.